Dataset: Catalyst prediction with 721,799 reactions and 888 catalyst types from USPTO. Task: Predict which catalyst facilitates the given reaction. (1) Reactant: [CH3:1][NH:2][CH2:3][C:4]1[C:12]2[O:11][N:10]=[C:9]([CH2:13][CH2:14][CH:15]3[CH2:20][CH2:19][N:18]([C:21]4[CH:26]=[CH:25][N:24]=[CH:23][N:22]=4)[CH2:17][CH2:16]3)[C:8]=2[CH:7]=[CH:6][C:5]=1[O:27][CH2:28][CH:29]1[CH2:31][CH2:30]1.[C:32]([OH:39])(=[O:38])/[CH:33]=[CH:34]/[C:35]([OH:37])=[O:36]. Product: [C:32]([OH:39])(=[O:38])/[CH:33]=[CH:34]/[C:35]([OH:37])=[O:36].[CH3:1][NH:2][CH2:3][C:4]1[C:12]2[O:11][N:10]=[C:9]([CH2:13][CH2:14][CH:15]3[CH2:16][CH2:17][N:18]([C:21]4[CH:26]=[CH:25][N:24]=[CH:23][N:22]=4)[CH2:19][CH2:20]3)[C:8]=2[CH:7]=[CH:6][C:5]=1[O:27][CH2:28][CH:29]1[CH2:31][CH2:30]1. The catalyst class is: 5. (2) Reactant: C(OC([N:8](C(OC(C)(C)C)=O)[C:9]1[CH:14]=[CH:13][C:12]([N:15]2[CH2:20][CH2:19][N:18](C(OC(C)(C)C)=O)[CH2:17][CH2:16]2)=[CH:11][C:10]=1[Cl:28])=O)(C)(C)C.FC(F)(F)C(O)=O. Product: [Cl:28][C:10]1[CH:11]=[C:12]([N:15]2[CH2:16][CH2:17][NH:18][CH2:19][CH2:20]2)[CH:13]=[CH:14][C:9]=1[NH2:8]. The catalyst class is: 4.